From a dataset of Full USPTO retrosynthesis dataset with 1.9M reactions from patents (1976-2016). Predict the reactants needed to synthesize the given product. (1) Given the product [CH3:1][C:2]1([CH2:28][CH2:29][CH2:30][CH2:31][CH2:32][CH2:33][CH2:34][CH3:35])[C:6]([O:7][CH2:8][C:9]([NH:11][C:12]2[CH:13]=[CH:14][C:15]([C:37]3[CH:42]=[CH:41][C:40]([C:43]([F:46])([F:45])[F:44])=[CH:39][CH:38]=3)=[CH:16][CH:17]=2)=[O:10])=[CH:5][C:4](=[O:27])[S:3]1, predict the reactants needed to synthesize it. The reactants are: [CH3:1][C:2]1([CH2:28][CH2:29][CH2:30][CH2:31][CH2:32][CH2:33][CH2:34][CH3:35])[C:6]([O:7][CH2:8][C:9]([NH:11][C:12]2[CH:17]=[CH:16][C:15](B3OC(C)(C)C(C)(C)O3)=[CH:14][CH:13]=2)=[O:10])=[CH:5][C:4](=[O:27])[S:3]1.I[C:37]1[CH:42]=[CH:41][C:40]([C:43]([F:46])([F:45])[F:44])=[CH:39][CH:38]=1.C([O-])([O-])=O.[Cs+].[Cs+]. (2) Given the product [CH3:24][N:2]([CH3:1])[C:3]([C:5]1[C:22]([CH2:44][CH2:45][C:25](=[O:28])[C:32]2[CH:33]=[CH:34][CH:35]=[CH:36][C:31]=2[CH3:30])=[C:21]([OH:23])[C:8]2[N:9]=[C:10]([CH3:20])[N:11]([CH2:12][O:13][CH2:14][CH2:15][Si:16]([CH3:17])([CH3:18])[CH3:19])[C:7]=2[CH:6]=1)=[O:4], predict the reactants needed to synthesize it. The reactants are: [CH3:1][N:2]([CH3:24])[C:3]([C:5]1[CH:22]=[C:21]([OH:23])[C:8]2[N:9]=[C:10]([CH3:20])[N:11]([CH2:12][O:13][CH2:14][CH2:15][Si:16]([CH3:19])([CH3:18])[CH3:17])[C:7]=2[CH:6]=1)=[O:4].[C:25](=[O:28])([O-])O.[Na+].[CH3:30][C:31]1[CH:36]=[CH:35][CH:34]=[CH:33][C:32]=1C(N1CCCC1)=C.[C:44](O)(=O)/[CH:45]=C/C(O)=O. (3) The reactants are: [Cl:1][C:2]1[C:11]2[C:6](=[CH:7][C:8]([O:14]C)=[C:9]([C:12]#[N:13])[CH:10]=2)[N:5]=[CH:4][CH:3]=1.CO.[Cl-].[Cl-].[Cl-].[Al+3]. Given the product [Cl:1][C:2]1[C:11]2[C:6](=[CH:7][C:8]([OH:14])=[C:9]([C:12]#[N:13])[CH:10]=2)[N:5]=[CH:4][CH:3]=1, predict the reactants needed to synthesize it. (4) Given the product [CH:17]1([C@H:21]([NH:23][C:24]2[N:32]=[C:31]([C:33]#[N:34])[N:30]=[C:29]3[C:25]=2[N:26]([CH2:43][C@H:44]2[CH2:49][CH2:48][C@H:47]([CH3:50])[CH2:46][CH2:45]2)[C:27]([C:35]2([C:37]4[CH:42]=[CH:41][CH:40]=[CH:39][CH:38]=4)[CH2:11][CH2:36]2)=[N:28]3)[CH3:22])[CH2:18][CH2:19][CH2:20]1, predict the reactants needed to synthesize it. The reactants are: CS(C)=O.[I-].C[S+](C)(C)=O.[CH3:11]C(C)([O-])C.[K+].[CH:17]1([C@H:21]([NH:23][C:24]2[N:32]=[C:31]([C:33]#[N:34])[N:30]=[C:29]3[C:25]=2[N:26]([CH2:43][C@H:44]2[CH2:49][CH2:48][C@H:47]([CH3:50])[CH2:46][CH2:45]2)[C:27]([C:35]([C:37]2[CH:42]=[CH:41][CH:40]=[CH:39][CH:38]=2)=[CH2:36])=[N:28]3)[CH3:22])[CH2:20][CH2:19][CH2:18]1. (5) Given the product [CH3:1][S:2][C:3]1[N:4]=[CH:5][C:6]2[CH2:12][N:11]([C:14]3[CH:15]=[N:16][CH:17]=[C:18]([CH:32]=3)[C:19]([NH:21][C:22]3[CH:27]=[CH:26][CH:25]=[C:24]([C:28]([F:31])([F:29])[F:30])[CH:23]=3)=[O:20])[CH2:10][CH2:9][C:7]=2[N:8]=1, predict the reactants needed to synthesize it. The reactants are: [CH3:1][S:2][C:3]1[N:4]=[CH:5][C:6]2[CH2:12][NH:11][CH2:10][CH2:9][C:7]=2[N:8]=1.Br[C:14]1[CH:15]=[N:16][CH:17]=[C:18]([CH:32]=1)[C:19]([NH:21][C:22]1[CH:27]=[CH:26][CH:25]=[C:24]([C:28]([F:31])([F:30])[F:29])[CH:23]=1)=[O:20]. (6) Given the product [CH2:11]([S:1][C:2]1[N:10]=[CH:9][CH:8]=[CH:7][C:3]=1[C:4]([OH:6])=[O:5])[CH:12]([CH3:14])[CH3:13], predict the reactants needed to synthesize it. The reactants are: [SH:1][C:2]1[N:10]=[CH:9][CH:8]=[CH:7][C:3]=1[C:4]([OH:6])=[O:5].[CH2:11](I)[CH:12]([CH3:14])[CH3:13].